From a dataset of Catalyst prediction with 721,799 reactions and 888 catalyst types from USPTO. Predict which catalyst facilitates the given reaction. (1) Reactant: [C:1]([O:5][C:6]([N:8]1[CH2:13][CH2:12][CH:11]([O:14][C:15]2[CH:32]=[C:31]([N:33]([CH3:35])[CH3:34])[CH:30]=[CH:29][C:16]=2[C:17]([NH:19][C:20]2[C:21]([C:25]([O:27]C)=[O:26])=[CH:22][S:23][CH:24]=2)=O)[CH2:10][CH2:9]1)=[O:7])([CH3:4])([CH3:3])[CH3:2].[OH-].[Na+]. Product: [C:1]([O:5][C:6]([N:8]1[CH2:13][CH2:12][CH:11]([O:14][C:15]2[CH:32]=[C:31]([N:33]([CH3:34])[CH3:35])[CH:30]=[CH:29][C:16]=2[C:17]2[O:26][C:25](=[O:27])[C:21]3[C:20](=[CH:24][S:23][CH:22]=3)[N:19]=2)[CH2:10][CH2:9]1)=[O:7])([CH3:3])([CH3:2])[CH3:4]. The catalyst class is: 92. (2) Reactant: [CH3:1][N:2]([CH3:36])[C:3]1[CH:8]=[CH:7][C:6]([C:9]2[N:14]=[C:13]3[N:15](COCC[Si](C)(C)C)[N:16]=[C:17]([C:18]4[CH:23]=[CH:22][CH:21]=[CH:20][CH:19]=4)[C:12]3=[C:11]([C:32]([F:35])([F:34])[F:33])[CH:10]=2)=[CH:5][CH:4]=1.CCCC[N+](CCCC)(CCCC)CCCC.[F-]. Product: [CH3:1][N:2]([CH3:36])[C:3]1[CH:4]=[CH:5][C:6]([C:9]2[N:14]=[C:13]3[NH:15][N:16]=[C:17]([C:18]4[CH:23]=[CH:22][CH:21]=[CH:20][CH:19]=4)[C:12]3=[C:11]([C:32]([F:35])([F:33])[F:34])[CH:10]=2)=[CH:7][CH:8]=1. The catalyst class is: 1.